Dataset: Catalyst prediction with 721,799 reactions and 888 catalyst types from USPTO. Task: Predict which catalyst facilitates the given reaction. (1) Reactant: C([N:8](CC1C=CC=CC=1)[C:9]1[N:17]=[CH:16][N:15]=[C:14]2[C:10]=1[NH:11][C:12](=[O:38])[N:13]2[C:18]1[CH:19]=[CH:20][C:21]([O:33][CH2:34][CH2:35][O:36][CH3:37])=[C:22]([N:24]([CH3:32])[C:25](=[O:31])[O:26][C:27]([CH3:30])([CH3:29])[CH3:28])[CH:23]=1)C1C=CC=CC=1.Cl. Product: [NH2:8][C:9]1[N:17]=[CH:16][N:15]=[C:14]2[C:10]=1[NH:11][C:12](=[O:38])[N:13]2[C:18]1[CH:19]=[CH:20][C:21]([O:33][CH2:34][CH2:35][O:36][CH3:37])=[C:22]([N:24]([CH3:32])[C:25](=[O:31])[O:26][C:27]([CH3:28])([CH3:29])[CH3:30])[CH:23]=1. The catalyst class is: 105. (2) Product: [Cl:1][C:2]1[CH:3]=[C:4]2[C:14](=[CH:15][CH:16]=1)[C:8]1([CH2:9][CH2:10][O:11][CH2:12][CH2:13]1)[C:7](=[O:17])[C:6]([C:18]([NH:20][C@H:21]([C:24]([OH:26])=[O:25])[CH2:22][OH:23])=[O:19])=[C:5]2[OH:28]. Reactant: [Cl:1][C:2]1[CH:3]=[C:4]2[C:14](=[CH:15][CH:16]=1)[C:8]1([CH2:13][CH2:12][O:11][CH2:10][CH2:9]1)[C:7](=[O:17])[C:6]([C:18]([NH:20][C@H:21]([C:24]([O:26]C)=[O:25])[CH2:22][OH:23])=[O:19])=[C:5]2[OH:28].[OH-].[Na+].O. The catalyst class is: 49. (3) Reactant: [Cl:1][C:2]1[CH:7]=[CH:6][C:5]([NH:8][CH2:9][CH2:10][CH2:11][NH2:12])=[CH:4][C:3]=1[O:13][CH3:14].[F:15][C:16]([F:31])([F:30])[C:17]1[CH:18]=[C:19]([CH:23]=[C:24]([C:26]([F:29])([F:28])[F:27])[CH:25]=1)[C:20](O)=[O:21].O.ON1C2C=CC=CC=2N=N1.Cl.CN(C)CCCN=C=NCC.C(N(CC)C(C)C)(C)C. Product: [Cl:1][C:2]1[CH:7]=[CH:6][C:5]([NH:8][CH2:9][CH2:10][CH2:11][NH:12][C:20](=[O:21])[C:19]2[CH:23]=[C:24]([C:26]([F:27])([F:28])[F:29])[CH:25]=[C:17]([C:16]([F:15])([F:30])[F:31])[CH:18]=2)=[CH:4][C:3]=1[O:13][CH3:14]. The catalyst class is: 56. (4) Reactant: CS(C)=O.C(Cl)(=O)C(Cl)=O.[OH:11][CH2:12][C:13]1[CH:18]=[CH:17][CH:16]=[C:15]([O:19][CH3:20])[C:14]=1[CH2:21][OH:22].C(N(CC)CC)C. Product: [CH3:20][O:19][C:15]1[CH:16]=[CH:17][CH:18]=[C:13]([CH:12]=[O:11])[C:14]=1[CH:21]=[O:22]. The catalyst class is: 34. (5) Reactant: [H-].[Na+].[CH3:3][C:4]12[C:16]3[C:8](=[CH:9][C:10]([NH:17][C:18]4[N:23]=[CH:22][C:21]([C:24]([O:26]CC)=[O:25])=[CH:20][N:19]=4)=[CH:11][C:12]=3[CH2:13][CH2:14][CH2:15]1)[CH2:7][CH2:6][CH2:5]2.I[CH3:30].[Cl-].[NH4+]. Product: [CH3:30][N:17]([C:10]1[CH:11]=[C:12]2[C:16]3[C:4]([CH3:3])([CH2:15][CH2:14][CH2:13]2)[CH2:5][CH2:6][CH2:7][C:8]=3[CH:9]=1)[C:18]1[N:23]=[CH:22][C:21]([C:24]([OH:26])=[O:25])=[CH:20][N:19]=1. The catalyst class is: 9.